Task: Binary Classification. Given a miRNA mature sequence and a target amino acid sequence, predict their likelihood of interaction.. Dataset: Experimentally validated miRNA-target interactions with 360,000+ pairs, plus equal number of negative samples (1) The miRNA is hsa-miR-324-3p with sequence CCCACUGCCCCAGGUGCUGCUGG. Result: 0 (no interaction). The protein sequence of the target gene is MSASAVYVLDLKGKVLICRNYRGDVDMSEVEHFMPILMEKEEEGMLSPILAHGGVRFMWIKHNNLYLVATSKKNACVSLVFSFLYKVVQVFSEYFKELEEESIRDNFVIIYELLDELMDFGYPQTTDSKILQEYITQEGHKLETGAPRPPATVTNAVSWRSEGIKYRKNEVFLDVIEAVNLLVSANGNVLRSEIVGSIKMRVFLSGMPELRLGLNDKVLFDNTGRGKSKSVELEDVKFHQCVRLSRFENDRTISFIPPDGEFELMSYRLNTHVKPLIWIESVIEKHSHSRIEYMVKAKSQ.... (2) The miRNA is hsa-miR-128-3p with sequence UCACAGUGAACCGGUCUCUUU. The protein sequence of the target gene is MEESVNQMQPLNEKQIANSQDGYVWQVTDMNRLHRFLCFGSEGGTYYIKEQKLGLENAEALIRLIEDGRGCEVIQEIKSFSQEGRTTKQEPMLFALAICSQCSDISTKQAAFKAVSEVCRIPTHLFTFIQFKKDLKESMKCGMWGRALRKAIADWYNEKGGMALALAVTKYKQRNGWSHKDLLRLSHLKPSSEGLAIVTKYITKGWKEVHELYKEKALSVETEKLLKYLEAVEKVKRTRDELEVIHLIEEHRLVREHLLTNHLKSKEVWKALLQEMPLTALLRNLGKMTANSVLEPGNSE.... Result: 1 (interaction). (3) The miRNA is hsa-miR-4307 with sequence AAUGUUUUUUCCUGUUUCC. The protein sequence of the target gene is MALPFARCWKLYRWGTKRWGVPAVESRRGISFKLEEKTAHSSLALFRGDTGVKYGLVGLEPTKVALNLERFREWAVVLGDTTVTSGRHYWEVTVKRSQQFRIGVADVDMSRDSCVGADDRSWVFSYAQRKWHSMLANEKAPIKGIGQPEKVGLLLDYEAKKLSLVDVSRISVIHTLQTDFRGPVAPAFALWDGELLTHSGLEVPKGL. Result: 0 (no interaction). (4) The miRNA is hsa-miR-1247-5p with sequence ACCCGUCCCGUUCGUCCCCGGA. The protein sequence of the target gene is MKFTTLLFLAAVAGALVYAEDASSDSTGADPAQEAGTSKPNEEISGPAEPASPPETTTTAQETSAAAVQGTAKVTSSRQELNPLKSIVEKSILLTEQALAKAGKGMHGGVPGGKQFIENGSEFAQKLLKKFSLLKPWA. Result: 0 (no interaction). (5) The miRNA is mmu-miR-669c-5p with sequence AUAGUUGUGUGUGGAUGUGUGU. The protein sequence of the target gene is MIPEFLLASCTLATLCHSAPFSLQPEEQKVLVVSFDGFRWDYLYKVPTPHFHYIMKNGVHVNQVTNVFITKTYPNHYTLVTGLFAENHGIVANDMFDPILNKSFSLEHMDIYDSKFWEEATPIWITNQRAGHASGAAMWPGADVKIHDSFPTYYLPYNESVSFEDRVAKIIEWFTAKDPINLGFLYWEEPDDTGHDVGPDSPLMGSVISDVDHKLGYLIKMLKRAKLWNNVNLIVTSDHGMTQCSKQRVIELDRYLDKEHYTLIDHSPVAAILPKEGKFDEVYDALAGAHPNLTVYKKEE.... Result: 0 (no interaction). (6) The miRNA is hsa-miR-3161 with sequence CUGAUAAGAACAGAGGCCCAGAU. The protein sequence of the target gene is MSASASVGGPVPQPPPGPAAALPPGSAARALHVELPSQQRRLRHLRNIAARNIVNRNGHQLLDTYFTLHLCSTEKIYKEFYRSEVIKNSLNPTWRSLDFGIMPDRLDTSVSCFVVKIWGGKENIYQLLIEWKVCLDGLKYLGQQIHARNQNEIIFGLNDGYYGAPFEHKGYSNAQKTILLQVDQNCVRNSYDVFSLLRLHRAQCAIKQTQVTVQKIGKEIEEKLRLTSTSNELKKKSECLQLKILVLQNELERQKKALGREVALLHKQQIALQDKGSAFSAEHLKLQLQKESLNELRKEC.... Result: 0 (no interaction). (7) The miRNA is hsa-miR-185-5p with sequence UGGAGAGAAAGGCAGUUCCUGA. The protein sequence of the target gene is MDLQGRGVPSIDRLRVLLMLFHTMAQIMAEQEVENLSGLSTNPEKDIFVVRENGTTCLMAEFAAKFIVPYDVWASNYVDLITEQADIALTRGAEVKGRCGHSQSELQVFWVDRAYALKMLFVKESHNMSKGPEATWRLSKVQFVYDSSEKTHFKDAVSAGKHTANSHHLSALVTPAGKSYECQAQQTISLASSDPQKTVTMILSAVHIQPFDIISDFVFSEEHKCPVDEREQLEETLPLILGLILGLVIMVTLAIYHVHHKMTANQVQIPRDRSQYKHMG. Result: 0 (no interaction). (8) The miRNA is ath-miR400 with sequence UAUGAGAGUAUUAUAAGUCAC. The protein sequence of the target gene is MTEADVNPKAYPLADAHLTKKLLDLVQQSCNYKQLRKGANEATKTLNRGISEFIVMAADAEPLEIILHLPLLCEDKNVPYVFVRSKQALGRACGVSRPVIACSVTIKEGSQLKQQIQSIQQSIERLLV. Result: 0 (no interaction). (9) The miRNA is mmu-miR-3098-3p with sequence UUCUGCUGCCUGCCUUUAGGA. The protein sequence of the target gene is MGGRVFLVFLAFCVWLTLPGAETQDSRGCARWCPQDSSCVNATACRCNPGFSSFSEIITTPMETCDDINECATLSKVSCGKFSDCWNTEGSYDCVCSPGYEPVSGAKTFKNESENTCQDVDECQQNPRLCKSYGTCVNTLGSYTCQCLPGFKLKPEDPKLCTDVNECTSGQNPCHSSTHCLNNVGSYQCRCRPGWQPIPGSPNGPNNTVCEDVDECSSGQHQCDSSTVCFNTVGSYSCRCRPGWKPRHGIPNNQKDTVCEDMTFSTWTPPPGVHSQTLSRFFDKVQDLGRDYKPGLANNT.... Result: 0 (no interaction).